Task: Predict the reaction yield, written as a fraction of the theoretical maximum amount of product (1.0 means a 100% yield; for example, 0.34 means a 34% yield).. Dataset: Reaction yield outcomes from USPTO patents with 853,638 reactions (1) The reactants are [Br:1][C:2]1[CH:3]=[CH:4][C:5]([C:8]([OH:10])=O)=[N:6][CH:7]=1.[CH3:11][O:12][C:13](=[O:29])[C@@H:14]([NH2:28])[CH2:15][C:16]1[CH:21]=[CH:20][C:19]([C:22]2[CH:27]=[CH:26][CH:25]=[CH:24][CH:23]=2)=[CH:18][CH:17]=1. No catalyst specified. The product is [CH3:11][O:12][C:13](=[O:29])[C@@H:14]([NH:28][C:8]([C:5]1[CH:4]=[CH:3][C:2]([Br:1])=[CH:7][N:6]=1)=[O:10])[CH2:15][C:16]1[CH:21]=[CH:20][C:19]([C:22]2[CH:27]=[CH:26][CH:25]=[CH:24][CH:23]=2)=[CH:18][CH:17]=1. The yield is 0.900. (2) The reactants are CN1C(=O)CCC1.[CH:8]1([NH:11][C:12]([C:14]2[CH:19]=[CH:18][C:17]([C:20]3[N:24]4[CH:25]=[C:26]([C:33]([NH2:35])=[O:34])[N:27]=[C:28](S(C)(=O)=O)[C:23]4=[N:22][CH:21]=3)=[CH:16][CH:15]=2)=[O:13])[CH2:10][CH2:9]1.[O:36]1[CH2:41][CH2:40][CH:39]([CH2:42][NH2:43])[CH2:38][CH2:37]1.O. The catalyst is C(OCC)(=O)C. The product is [CH:8]1([NH:11][C:12]([C:14]2[CH:19]=[CH:18][C:17]([C:20]3[N:24]4[CH:25]=[C:26]([C:33]([NH2:35])=[O:34])[N:27]=[C:28]([NH:43][CH2:42][CH:39]5[CH2:40][CH2:41][O:36][CH2:37][CH2:38]5)[C:23]4=[N:22][CH:21]=3)=[CH:16][CH:15]=2)=[O:13])[CH2:10][CH2:9]1. The yield is 0.320. (3) The catalyst is C(O)C.[Fe]. The product is [CH3:1][C:2]1([CH3:30])[C:14]2[CH:13]=[C:12]([C:15]3[C:16]([C:24]4[CH:25]=[CH:26][CH:27]=[CH:28][CH:29]=4)=[CH:17][C:18]([NH2:21])=[CH:19][CH:20]=3)[CH:11]=[CH:10][C:9]=2[C:8]2[C:3]1=[CH:4][CH:5]=[CH:6][CH:7]=2. The yield is 0.850. The reactants are [CH3:1][C:2]1([CH3:30])[C:14]2[CH:13]=[C:12]([C:15]3[CH:20]=[CH:19][C:18]([N+:21]([O-])=O)=[CH:17][C:16]=3[C:24]3[CH:29]=[CH:28][CH:27]=[CH:26][CH:25]=3)[CH:11]=[CH:10][C:9]=2[C:8]2[C:3]1=[CH:4][CH:5]=[CH:6][CH:7]=2.Cl. (4) The reactants are [C:1]([O:4][C@@H:5]1[C@H:9]([O:10][C:11](=[O:13])[CH3:12])[C@@H:8]([CH2:14][O:15][C:16](=[O:18])[CH3:17])[O:7][C@H:6]1[N:19]1[CH:26]=[CH:25][C:23](=[O:24])[NH:22][C:20]1=[O:21])(=[O:3])[CH3:2].S(=O)(=O)(O)O.[F:32][C:33](I)([F:35])[F:34].OO. The catalyst is [CH-]1C=CC=C1.[CH-]1C=CC=C1.[Fe+2].CS(C)=O. The product is [F:32][C:33]([F:35])([F:34])[C:25]1[C:23](=[O:24])[NH:22][C:20](=[O:21])[N:19]([CH:26]=1)[C@@H:6]1[O:7][C@H:8]([CH2:14][O:15][C:16](=[O:18])[CH3:17])[C@@H:9]([O:10][C:11](=[O:13])[CH3:12])[C@H:5]1[O:4][C:1](=[O:3])[CH3:2]. The yield is 0.450. (5) The reactants are Br[C:2]1[C:10]2[N:9]=[CH:8][N:7]([CH2:11][O:12][CH2:13][CH2:14][Si:15]([CH3:18])([CH3:17])[CH3:16])[C:6]=2[CH:5]=[CH:4][CH:3]=1.[CH2:19]1[C:28]2[C:23](=[CH:24][CH:25]=[CH:26][CH:27]=2)[CH2:22][CH2:21][N:20]1[CH2:29][CH:30]([OH:48])[CH2:31][O:32][C:33]1[CH:38]=[CH:37][CH:36]=[C:35](B2OC(C)(C)C(C)(C)O2)[CH:34]=1.C([O-])([O-])=O.[Na+].[Na+]. The catalyst is O1CCOCC1.O.C1C=CC(P(C2C=CC=CC=2)[C-]2C=CC=C2)=CC=1.C1C=CC(P(C2C=CC=CC=2)[C-]2C=CC=C2)=CC=1.Cl[Pd]Cl.[Fe+2]. The product is [CH2:19]1[C:28]2[C:23](=[CH:24][CH:25]=[CH:26][CH:27]=2)[CH2:22][CH2:21][N:20]1[CH2:29][CH:30]([OH:48])[CH2:31][O:32][C:33]1[CH:38]=[CH:37][CH:36]=[C:35]([C:2]2[C:10]3[N:9]=[CH:8][N:7]([CH2:11][O:12][CH2:13][CH2:14][Si:15]([CH3:18])([CH3:17])[CH3:16])[C:6]=3[CH:5]=[CH:4][CH:3]=2)[CH:34]=1. The yield is 0.820. (6) The reactants are C(O[C:6](=[O:22])[NH:7][CH:8]1[CH2:11][N:10]([C:12]2[C:21]3[C:16](=[CH:17][CH:18]=[CH:19][CH:20]=3)[N:15]=[CH:14][N:13]=2)[CH2:9]1)(C)(C)C.C1C=CC2N(O)N=NC=2C=1.CCN=C=NCCCN(C)C.C(OC([NH:51][C@@H:52]([CH2:56][C:57]1[CH:62]=[CH:61][C:60]([Cl:63])=[CH:59][CH:58]=1)C(O)=O)=O)(C)(C)C.C(O)(C(F)(F)F)=O. The catalyst is Cl.CN(C=O)C.C(Cl)Cl. The product is [NH2:51][C@H:52]([CH2:56][C:57]1[CH:62]=[CH:61][C:60]([Cl:63])=[CH:59][CH:58]=1)[C:6]([NH:7][CH:8]1[CH2:9][N:10]([C:12]2[C:21]3[C:16](=[CH:17][CH:18]=[CH:19][CH:20]=3)[N:15]=[CH:14][N:13]=2)[CH2:11]1)=[O:22]. The yield is 0.300. (7) The reactants are [NH2:1][C:2]1[N:7]=[CH:6][N:5]=[C:4]2[N:8]([CH2:12][C:13]3[N:14]([C:25]4[CH:30]=[CH:29][CH:28]=[CH:27][C:26]=4[CH3:31])[C:15](=[O:24])[C:16]4[C:21]([CH:22]=3)=[CH:20][CH:19]=[CH:18][C:17]=4[CH3:23])[N:9]=[C:10](I)[C:3]=12.CC1(C)C(C)(C)OB([C:40]2[CH:41]=[C:42]([OH:46])[CH:43]=[CH:44][CH:45]=2)O1.C1C=CC(P(C2C=CC=CC=2)C2C=CC=CC=2)=CC=1.C([O-])([O-])=O.[Na+].[Na+]. The catalyst is CN(C=O)C.C(O)C.O.CCO.CC([O-])=O.CC([O-])=O.[Pd+2]. The product is [NH2:1][C:2]1[N:7]=[CH:6][N:5]=[C:4]2[N:8]([CH2:12][C:13]3[N:14]([C:25]4[CH:30]=[CH:29][CH:28]=[CH:27][C:26]=4[CH3:31])[C:15](=[O:24])[C:16]4[C:21]([CH:22]=3)=[CH:20][CH:19]=[CH:18][C:17]=4[CH3:23])[N:9]=[C:10]([C:40]3[CH:45]=[CH:44][CH:43]=[C:42]([OH:46])[CH:41]=3)[C:3]=12. The yield is 0.690.